From a dataset of Catalyst prediction with 721,799 reactions and 888 catalyst types from USPTO. Predict which catalyst facilitates the given reaction. (1) Reactant: C[Si]([N-][Si](C)(C)C)(C)C.[Li+].F[C:12]1[C:13]([C:20]2[NH:29][C:28](=[O:30])[C:27]3[C:22](=[CH:23][C:24]([O:33][CH3:34])=[CH:25][C:26]=3[O:31][CH3:32])[N:21]=2)=[N:14][CH:15]=[C:16]([O:18][CH3:19])[CH:17]=1.Cl.[NH2:36][CH:37]1[CH2:42][CH2:41][N:40]([C:43](=[O:47])[CH:44]([CH3:46])[CH3:45])[CH2:39][CH2:38]1. Product: [C:43]([N:40]1[CH2:39][CH2:38][CH:37]([NH:36][C:12]2[C:13]([C:20]3[NH:29][C:28](=[O:30])[C:27]4[C:22](=[CH:23][C:24]([O:33][CH3:34])=[CH:25][C:26]=4[O:31][CH3:32])[N:21]=3)=[N:14][CH:15]=[C:16]([O:18][CH3:19])[CH:17]=2)[CH2:42][CH2:41]1)(=[O:47])[CH:44]([CH3:46])[CH3:45]. The catalyst class is: 598. (2) Reactant: Br[C:2]1[N:10]=[CH:9][N:8]=[C:7]2[C:3]=1[N:4]=[CH:5][NH:6]2.[NH2:11][CH:12]([C:14]1[C:15]([O:32][CH3:33])=[C:16]([C:22]2[CH:27]=[CH:26][C:25]([C:28]([NH2:30])=[O:29])=[C:24]([F:31])[CH:23]=2)[C:17]([CH3:21])=[C:18]([Cl:20])[CH:19]=1)[CH3:13].C(N(CC)C(C)C)(C)C. Product: [Cl:20][C:18]1[C:17]([CH3:21])=[C:16]([C:22]2[CH:27]=[CH:26][C:25]([C:28]([NH2:30])=[O:29])=[C:24]([F:31])[CH:23]=2)[C:15]([O:32][CH3:33])=[C:14]([CH:12]([NH:11][C:2]2[N:10]=[CH:9][N:8]=[C:7]3[C:3]=2[N:4]=[CH:5][NH:6]3)[CH3:13])[CH:19]=1. The catalyst class is: 32. (3) Reactant: [NH2:1][CH2:2][C:3]1[C:4]([C:23]2[CH:28]=[CH:27][C:26]([CH3:29])=[CH:25][CH:24]=2)=[C:5]([CH2:14][NH:15][C:16](=[O:22])[O:17][C:18]([CH3:21])([CH3:20])[CH3:19])[C:6]([CH2:10][CH:11]([CH3:13])[CH3:12])=[N:7][C:8]=1[CH3:9].C(N(CC)CC)C.[CH3:37][S:38]([C:41]1[CH:46]=[CH:45][C:44]([S:47](Cl)(=[O:49])=[O:48])=[CH:43][CH:42]=1)(=[O:40])=[O:39]. Product: [CH2:10]([C:6]1[C:5]([CH2:14][NH:15][C:16](=[O:22])[O:17][C:18]([CH3:19])([CH3:20])[CH3:21])=[C:4]([C:23]2[CH:24]=[CH:25][C:26]([CH3:29])=[CH:27][CH:28]=2)[C:3]([CH2:2][NH:1][S:47]([C:44]2[CH:43]=[CH:42][C:41]([S:38]([CH3:37])(=[O:40])=[O:39])=[CH:46][CH:45]=2)(=[O:49])=[O:48])=[C:8]([CH3:9])[N:7]=1)[CH:11]([CH3:13])[CH3:12]. The catalyst class is: 54. (4) Reactant: [F:1][C:2]1[CH:16]=[C:15]([F:17])[CH:14]=[CH:13][C:3]=1[CH2:4][O:5][C:6]1[CH:11]=[CH:10][NH:9][C:8](=[O:12])[CH:7]=1.[Br:18]Br. Product: [Br:18][C:7]1[C:8](=[O:12])[NH:9][CH:10]=[CH:11][C:6]=1[O:5][CH2:4][C:3]1[CH:13]=[CH:14][C:15]([F:17])=[CH:16][C:2]=1[F:1]. The catalyst class is: 15.